From a dataset of Experimentally validated miRNA-target interactions with 360,000+ pairs, plus equal number of negative samples. Binary Classification. Given a miRNA mature sequence and a target amino acid sequence, predict their likelihood of interaction. (1) The miRNA is mmu-miR-1971 with sequence GUAAAGGCUGGGCUGAGA. The protein sequence of the target gene is MAGRPEKCFSLIRFTLLCLKMVISSKTAPEIPTIDQAYSKISNSITVEWTTVPGATSYLLTAEDGNTIIETTVANSPGTVTGLKAATLYQITIRSISASGQSQASSPKQAKTVLAAPVLEVSSPSPDSILVSWDAVYMAIGFSVSVMRANGLGRIWKENTTNTSLTFSSLDAGTLYTIKAYAWNANGIPGDDSTRNQRTSPRAPANIQVFFDSGALKASVSWTPTEGAFNYTVVASSDSSQRSCSTTLSSCSISSLQCGTEYLISVSANNDAGSSKSCSAPTLKTVACAPGRVMIQEEPP.... Result: 1 (interaction). (2) The miRNA is hsa-miR-3115 with sequence AUAUGGGUUUACUAGUUGGU. The protein sequence of the target gene is MARWIPTKRQKYGVAIYNYNASQDVELSLQIGDTVHILEMYEGWYRGYTLQNKSKKGIFPETYIHLKEATVEDLGQHETVIPGELPLVQELTSTLREWAVIWRKLYVNNKLTLFRQLQQMTYSLIEWRSQILSGTLPKDELAELKKKVTAKIDHGNRMLGLDLVVRDDNGNILDPDETSTIALFKAHEVASKRIEEKIQEEKSILQNLDLRGQSIFSTIHTYGLYVNFKNFVCNIGEDAELFMALYDPDQSTFISENYLIRWGSNGMPKEIEKLNNLQAVFTDLSSMDLIRPRVSLVCQI.... Result: 0 (no interaction). (3) The miRNA is mmu-miR-466d-5p with sequence UGUGUGUGCGUACAUGUACAUG. The protein sequence of the target gene is MGTGAADGSRGARRWLPWLGLFFWAAGAAAARGADGSEILPDSIPSAPGTLPHFIEEPEDAYIIKSNPIALRCKARPAMQIFFKCNGEWVHQNEHVSEESLDESSGLKVREVFINVTRQQVEDFHGPEDYWCQCVAWSHLGTSKSRKASVRIAYLRKNFEQDPQGREVPIEGMIVLHCRPPEGVPAAEVEWLKNEEPIDSEQDENIDTRADHNLIIRQARLSDSGNYTCMAANIVAKRRSLSATVVVYVNGGWSSWTEWSACNVRCGRGWQKRSRTCTNPAPLNGGAFCEGMSVQKITCT.... Result: 1 (interaction). (4) The miRNA is dme-miR-12-5p with sequence UGAGUAUUACAUCAGGUACUGGU. The protein sequence of the target gene is MNCPVLSLGSGFLFQVIEMLIFAYFASISLTESRGLFPRLENVGAFKKVSIVPTQAVCGLPDRSTFCHSSAAAESIQFCTQRFCIQDCPYRSSHPTYTALFSAGLSSCITPDKNDLHPNAHSNSASFIFGNHKSCFSSPPSPKLMASFTLAVWLKPEQQGVMCVIEKTVDGQIVFKLTISEKETMFYYRTVNGLQPPIKVMTLGRILVKKWIHLSVQVHQTKISFFINGVEKDHTPFNARTLSGSITDFASGTVQIGQSLNGLEQFVGRMQDFRLYQVALTNREILEVFSGDLLRLHAQS.... Result: 0 (no interaction). (5) The miRNA is mmu-miR-5099 with sequence UUAGAUCGAUGUGGUGCUCC. The protein sequence of the target gene is MTTQQIDLQGPGPWGFRLVGGKDFEQPLAISRVTPGSKAALANLCIGDVITAIDGENTSNMTHLEAQNRIKGCTDNLTLTVARSEHKVWSPLVTEEGKRHPYKMNLASEPQEVLHIGSAHNRSAMPFTASPASSTTARVITNQYNNPAGLYSSENISNFNNALESKTAASGVEANSRPLDHAQPPSSLVIDKESEVYKMLQEKQELNEPPKQSTSFLVLQEILESEEKGDPNKPSGFRSVKAPVTKVAASIGNAQKLPMCDKCGTGIVGVFVKLRDRHRHPECYVCTDCGTNLKQKGHFF.... Result: 0 (no interaction).